Task: Predict which catalyst facilitates the given reaction.. Dataset: Catalyst prediction with 721,799 reactions and 888 catalyst types from USPTO (1) Reactant: Cl.[NH2:2][C:3]([NH2:5])=[NH:4].[O-]CC.[Na+].CN(C)[CH:12]=[CH:13][C:14](=O)[C:15]([O:19][CH3:20])([O:17][CH3:18])[CH3:16]. Product: [CH3:18][O:17][C:15]([C:14]1[CH:13]=[CH:12][N:2]=[C:3]([NH2:5])[N:4]=1)([O:19][CH3:20])[CH3:16]. The catalyst class is: 14. (2) Reactant: [C:1]([O:5][C:6]([N:8]1[CH2:13][CH2:12][CH:11]([NH:14][CH2:15][CH2:16][C:17]([O:19]C)=O)[CH2:10][CH2:9]1)=[O:7])([CH3:4])([CH3:3])[CH3:2].C[Mg]Br.C(OCC)C. Product: [C:1]([O:5][C:6]([N:8]1[CH2:13][CH2:12][CH:11]([N:14]2[CH2:15][CH2:16][C:17]2=[O:19])[CH2:10][CH2:9]1)=[O:7])([CH3:4])([CH3:3])[CH3:2]. The catalyst class is: 1. (3) Reactant: [NH2:1][CH2:2][CH2:3][CH2:4][S:5][C:6]1[C:14]2[C:13](=[O:15])[N:12]([CH3:16])[C:11](=[O:17])[N:10]([CH2:18][CH:19]([CH3:21])[CH3:20])[C:9]=2[S:8][C:7]=1[CH2:22][C:23]1[C:32]2[C:27](=[CH:28][CH:29]=[CH:30][CH:31]=2)[CH:26]=[CH:25][CH:24]=1.C(N(CC)CC)C.[C:40](Cl)(=[O:42])[CH3:41].O. Product: [CH3:16][N:12]1[C:13](=[O:15])[C:14]2[C:6]([S:5][CH2:4][CH2:3][CH2:2][NH:1][C:40](=[O:42])[CH3:41])=[C:7]([CH2:22][C:23]3[C:32]4[C:27](=[CH:28][CH:29]=[CH:30][CH:31]=4)[CH:26]=[CH:25][CH:24]=3)[S:8][C:9]=2[N:10]([CH2:18][CH:19]([CH3:20])[CH3:21])[C:11]1=[O:17]. The catalyst class is: 4. (4) Reactant: CCN=C=NCCCN(C)C.C1C=CC2N(O)N=NC=2C=1.[F:22][C:23]1[C:24](=[O:44])[N:25]2[C:29](=[C:30]([C:41]([OH:43])=O)[C:31]=1[NH:32][C:33]1[CH:38]=[CH:37][C:36]([I:39])=[CH:35][C:34]=1[F:40])[CH2:28][CH2:27][CH2:26]2.[CH3:45][C:46]1([CH3:54])[O:50][CH:49]([CH2:51][O:52][NH2:53])[CH2:48][O:47]1. Product: [CH3:45][C:46]1([CH3:54])[O:50][CH:49]([CH2:51][O:52][NH:53][C:41]([C:30]2[C:31]([NH:32][C:33]3[CH:38]=[CH:37][C:36]([I:39])=[CH:35][C:34]=3[F:40])=[C:23]([F:22])[C:24](=[O:44])[N:25]3[C:29]=2[CH2:28][CH2:27][CH2:26]3)=[O:43])[CH2:48][O:47]1. The catalyst class is: 3. (5) Product: [CH:1]1[CH:10]=[CH:9][CH:8]=[C:7]2[C:2]=1[C:3]1[N:14]3[O:15][CH2:16][CH2:17][C:13]3=[N:12][C:4]=1[C:5]([NH2:18])=[N:6]2. The catalyst class is: 4. Reactant: [CH:1]1[CH:10]=[CH:9][CH:8]=[C:7]2[C:2]=1[C:3]1[N:14]3[O:15][CH2:16][CH2:17][C:13]3=[N:12][C:4]=1[CH:5]=[N+:6]2[O-].[NH4+:18].[OH-].C1(C)C=CC(S(Cl)(=O)=O)=CC=1. (6) Reactant: [Cl:1][C:2]1[N:3]=[C:4](Cl)[C:5]2[NH:10][CH:9]=[CH:8][C:6]=2[N:7]=1.C([O-])(O)=O.[Na+].[H][H]. Product: [Cl:1][C:2]1[N:3]=[CH:4][C:5]2[NH:10][CH:9]=[CH:8][C:6]=2[N:7]=1. The catalyst class is: 50. (7) Reactant: CN(C(ON1N=NC2C=CC=NC1=2)=[N+](C)C)C.F[P-](F)(F)(F)(F)F.[F:25][CH:26]([F:30])[C:27](O)=[O:28].CCN(C(C)C)C(C)C.[NH2:40][C@H:41]1[CH2:45][N:44]([C:46]([O:48][C:49]([CH3:52])([CH3:51])[CH3:50])=[O:47])[C@H:43]([C:53]2[N:62]([C:63]3[CH:68]=[CH:67][CH:66]=[CH:65][CH:64]=3)[C:61](=[O:69])[C:60]3[C:55](=[CH:56][CH:57]=[CH:58][C:59]=3[Cl:70])[N:54]=2)[CH2:42]1. Product: [C:49]([O:48][C:46]([N:44]1[CH2:45][C@H:41]([NH:40][C:27](=[O:28])[CH:26]([F:30])[F:25])[CH2:42][C@H:43]1[C:53]1[N:62]([C:63]2[CH:64]=[CH:65][CH:66]=[CH:67][CH:68]=2)[C:61](=[O:69])[C:60]2[C:55](=[CH:56][CH:57]=[CH:58][C:59]=2[Cl:70])[N:54]=1)=[O:47])([CH3:52])([CH3:50])[CH3:51].[C:61]([NH2:62])(=[O:69])[CH3:60]. The catalyst class is: 10.